Dataset: Forward reaction prediction with 1.9M reactions from USPTO patents (1976-2016). Task: Predict the product of the given reaction. (1) Given the reactants [F:1][C:2]([F:27])([O:7][C:8]1[CH:13]=[CH:12][C:11]([N:14]2[CH:18]=[N:17][C:16]([C:19]3[CH:24]=[CH:23][C:22]([CH2:25][NH2:26])=[CH:21][CH:20]=3)=[N:15]2)=[CH:10][CH:9]=1)[C:3]([F:6])([F:5])[F:4].[N:28]([C:31]1[CH:36]=[CH:35][C:34]([O:37][CH3:38])=[CH:33][C:32]=1[CH3:39])=[C:29]=[S:30], predict the reaction product. The product is: [CH3:38][O:37][C:34]1[CH:35]=[CH:36][C:31]([NH:28][C:29]([NH:26][CH2:25][C:22]2[CH:23]=[CH:24][C:19]([C:16]3[N:17]=[CH:18][N:14]([C:11]4[CH:12]=[CH:13][C:8]([O:7][C:2]([F:1])([F:27])[C:3]([F:6])([F:5])[F:4])=[CH:9][CH:10]=4)[N:15]=3)=[CH:20][CH:21]=2)=[S:30])=[C:32]([CH3:39])[CH:33]=1. (2) The product is: [F:34][C:2]([F:1])([F:33])[C:3]1[CH:28]=[C:27]([C:29]([F:30])([F:32])[F:31])[CH:26]=[CH:25][C:4]=1[CH2:5][N:6]1[C:14]2[C:9](=[CH:10][C:11]([CH:15]=[C:16]3[S:20][C:19]([N:35]4[CH2:40][CH2:39][CH:38]([C:41]([OH:43])=[O:42])[CH2:37][CH2:36]4)=[N:18][C:17]3=[O:24])=[CH:12][CH:13]=2)[CH:8]=[N:7]1. Given the reactants [F:1][C:2]([F:34])([F:33])[C:3]1[CH:28]=[C:27]([C:29]([F:32])([F:31])[F:30])[CH:26]=[CH:25][C:4]=1[CH2:5][N:6]1[C:14]2[C:9](=[CH:10][C:11]([CH:15]=[C:16]3[S:20][C:19](SCC)=[N:18][C:17]3=[O:24])=[CH:12][CH:13]=2)[CH:8]=[N:7]1.[NH:35]1[CH2:40][CH2:39][CH:38]([C:41]([OH:43])=[O:42])[CH2:37][CH2:36]1, predict the reaction product. (3) Given the reactants [NH2:1][C:2]1[CH:7]=[CH:6][C:5]([C@@H:8]2[CH2:10][C@H:9]2[NH:11][C:12](=[O:18])[O:13][C:14]([CH3:17])([CH3:16])[CH3:15])=[CH:4][CH:3]=1.[C:19]1([C:28]2[CH:33]=[CH:32][CH:31]=[CH:30][CH:29]=2)[CH:24]=[CH:23][C:22]([C:25](O)=[O:26])=[CH:21][CH:20]=1.Cl.C(N=C=NCCCN(C)C)C.ON1C2C=CC=CC=2N=N1, predict the reaction product. The product is: [C:14]([O:13][C:12](=[O:18])[NH:11][C@@H:9]1[CH2:10][C@H:8]1[C:5]1[CH:6]=[CH:7][C:2]([NH:1][C:25]([C:22]2[CH:23]=[CH:24][C:19]([C:28]3[CH:29]=[CH:30][CH:31]=[CH:32][CH:33]=3)=[CH:20][CH:21]=2)=[O:26])=[CH:3][CH:4]=1)([CH3:15])([CH3:17])[CH3:16]. (4) The product is: [Br:31][C:32]1[CH:38]=[CH:37][CH:36]=[CH:35][C:33]=1[NH:34][C:10]([C@H:9]1[CH2:13][CH2:14][CH2:15][N:8]1[C:1]([O:3][C:4]([CH3:5])([CH3:6])[CH3:7])=[O:2])=[O:12]. Given the reactants [C:1]([N:8]1[CH2:15][CH2:14][CH2:13][C@@H:9]1[C:10]([OH:12])=O)([O:3][C:4]([CH3:7])([CH3:6])[CH3:5])=[O:2].CN1CCOCC1.ClC(OCC(C)C)=O.[Br:31][C:32]1[CH:38]=[CH:37][CH:36]=[CH:35][C:33]=1[NH2:34], predict the reaction product. (5) The product is: [N:17]1[CH:22]=[CH:21][CH:20]=[C:19]([S:23]([NH:15][C:10]2[CH:11]=[CH:12][CH:13]=[CH:14][C:9]=2[CH2:8][NH:7][C:6](=[O:16])[O:5][C:1]([CH3:4])([CH3:2])[CH3:3])(=[O:25])=[O:24])[CH:18]=1. Given the reactants [C:1]([O:5][C:6](=[O:16])[NH:7][CH2:8][C:9]1[CH:14]=[CH:13][CH:12]=[CH:11][C:10]=1[NH2:15])([CH3:4])([CH3:3])[CH3:2].[N:17]1[CH:22]=[CH:21][CH:20]=[C:19]([S:23](Cl)(=[O:25])=[O:24])[CH:18]=1, predict the reaction product. (6) Given the reactants C([O:3][C:4]([C:6]1[CH:14]=[C:13]2[C:9]([C:10]([C:25](=[O:36])[NH:26][CH2:27][C:28]3[CH:33]=[CH:32][C:31]([F:34])=[C:30]([F:35])[CH:29]=3)=[C:11]([CH:22]([CH3:24])[CH3:23])[N:12]2[CH2:15][C:16]2[CH:21]=[CH:20][CH:19]=[CH:18][CH:17]=2)=[CH:8][CH:7]=1)=O)C.CC(C[Al]CC(C)C)C, predict the reaction product. The product is: [CH2:15]([N:12]1[C:13]2[C:9](=[CH:8][CH:7]=[C:6]([CH2:4][OH:3])[CH:14]=2)[C:10]([C:25]([NH:26][CH2:27][C:28]2[CH:33]=[CH:32][C:31]([F:34])=[C:30]([F:35])[CH:29]=2)=[O:36])=[C:11]1[CH:22]([CH3:24])[CH3:23])[C:16]1[CH:21]=[CH:20][CH:19]=[CH:18][CH:17]=1. (7) Given the reactants FC(F)(F)C(O)=O.[OH:8][C:9]1[CH:36]=[CH:35][C:34]([CH:37]2[CH2:42][CH2:41][CH2:40][CH2:39][N:38]2[CH3:43])=[CH:33][C:10]=1[C:11]([NH:13][C:14]1[CH:26]=[C:25]([C:27]2[CH:32]=[CH:31][CH:30]=[CH:29][CH:28]=2)[CH:24]=[CH:23][C:15]=1[C:16]([O:18]C(C)(C)C)=[O:17])=[O:12], predict the reaction product. The product is: [OH:8][C:9]1[CH:36]=[CH:35][C:34]([CH:37]2[CH2:42][CH2:41][CH2:40][CH2:39][N:38]2[CH3:43])=[CH:33][C:10]=1[C:11]([NH:13][C:14]1[CH:26]=[C:25]([C:27]2[CH:28]=[CH:29][CH:30]=[CH:31][CH:32]=2)[CH:24]=[CH:23][C:15]=1[C:16]([OH:18])=[O:17])=[O:12]. (8) The product is: [CH3:10][N:11]([CH3:12])[CH:13]=[C:7]([C:2]1[CH:3]=[CH:4][CH:5]=[CH:6][N:1]=1)[C:8]#[N:9]. Given the reactants [N:1]1[CH:6]=[CH:5][CH:4]=[CH:3][C:2]=1[CH2:7][C:8]#[N:9].[CH3:10][N:11]([CH:13](OC)OC)[CH3:12], predict the reaction product.